This data is from Reaction yield outcomes from USPTO patents with 853,638 reactions. The task is: Predict the reaction yield, written as a fraction of the theoretical maximum amount of product (1.0 means a 100% yield; for example, 0.34 means a 34% yield). (1) The catalyst is O1CCCC1. The product is [C:1]([C:4]1[CH:27]=[CH:26][C:7]([O:8][CH2:9][C:10]2[CH:15]=[CH:14][C:13]([CH:16]([N:57]=[N+:58]=[N-:59])[C:17]3[CH:18]=[C:19]([CH:22]=[CH:23][CH:24]=3)[C:20]#[N:21])=[CH:12][CH:11]=2)=[C:6]([CH2:28][CH2:29][CH3:30])[C:5]=1[OH:31])(=[O:3])[CH3:2]. The reactants are [C:1]([C:4]1[CH:27]=[CH:26][C:7]([O:8][CH2:9][C:10]2[CH:15]=[CH:14][C:13]([CH:16](O)[C:17]3[CH:18]=[C:19]([CH:22]=[CH:23][CH:24]=3)[C:20]#[N:21])=[CH:12][CH:11]=2)=[C:6]([CH2:28][CH2:29][CH3:30])[C:5]=1[OH:31])(=[O:3])[CH3:2].N12CCCN=C1CCCCC2.C1(P([N:57]=[N+:58]=[N-:59])(C2C=CC=CC=2)=O)C=CC=CC=1. The yield is 0.560. (2) The reactants are [O:1]=[C:2]1[NH:11][C:10]2[N:9]=[CH:8][C:7]([CH:12]=[CH:13][C:14]([OH:16])=O)=[CH:6][C:5]=2[CH2:4][CH2:3]1.[Cl:17][C:18]1[C:22]2[CH:23]=[CH:24][CH:25]=[CH:26][C:21]=2[O:20][C:19]=1[CH2:27][NH:28][CH3:29]. No catalyst specified. The product is [Cl:17][C:18]1[C:22]2[CH:23]=[CH:24][CH:25]=[CH:26][C:21]=2[O:20][C:19]=1[CH2:27][N:28]([CH3:29])[C:14](=[O:16])/[CH:13]=[CH:12]/[C:7]1[CH:8]=[N:9][C:10]2[NH:11][C:2](=[O:1])[CH2:3][CH2:4][C:5]=2[CH:6]=1. The yield is 0.560. (3) The reactants are [F:1][C:2]1[CH:9]=[C:8]([F:10])[CH:7]=[CH:6][C:3]=1[CH:4]=O.[C:11]([O:14]C(=O)C)(=[O:13])[CH3:12]. No catalyst specified. The product is [F:1][C:2]1[CH:9]=[C:8]([F:10])[CH:7]=[CH:6][C:3]=1[CH:4]=[CH:12][C:11]([OH:14])=[O:13]. The yield is 0.770. (4) The reactants are C([C:3]1[CH:4]=[C:5]([NH2:9])[CH:6]=CC=1)#C.[CH2:10]1[CH2:14]O[CH2:12][CH2:11]1.[C:23](O[C:23]([O:25][C:26]([CH3:29])([CH3:28])[CH3:27])=[O:24])([O:25][C:26]([CH3:29])([CH3:28])[CH3:27])=[O:24]. The catalyst is CCN(CC)CC. The product is [C:11]([C:10]1[CH:14]=[CH:6][C:5]([NH:9][C:23](=[O:24])[O:25][C:26]([CH3:27])([CH3:28])[CH3:29])=[CH:4][CH:3]=1)#[CH:12]. The yield is 0.780.